Dataset: Catalyst prediction with 721,799 reactions and 888 catalyst types from USPTO. Task: Predict which catalyst facilitates the given reaction. (1) Reactant: [C:1]([C:4]1[CH:9]=[CH:8][C:7]([NH:10][C:11]([C@@H:13]2[NH:27][C@@H:26]([CH2:28][C:29]([CH3:32])([CH3:31])[CH3:30])[C@:15]3([C:19]4[CH:20]=[N:21][C:22]([Cl:24])=[CH:23][C:18]=4[NH:17][C:16]3=[O:25])[C@H:14]2[C:33]2[CH:38]=[CH:37][CH:36]=[C:35]([Cl:39])[C:34]=2[F:40])=[O:12])=[C:6]([O:41][CH3:42])[CH:5]=1)(=[O:3])[NH2:2].[C:43](O)(=[O:45])C.[CH2:47]=O.[OH-].[Na+]. Product: [Cl:24][C:22]1[N:21]=[CH:20][C:19]2[C@:15]3([C@H:26]([CH2:28][C:29]([CH3:32])([CH3:31])[CH3:30])[N:27]4[CH2:47][N:10]([C:7]5[CH:8]=[CH:9][C:4]([C:1]([NH2:2])=[O:3])=[CH:5][C:6]=5[O:41][CH3:42])[C:11](=[O:12])[C@H:13]4[C@@H:14]3[C:33]3[CH:38]=[CH:37][CH:36]=[C:35]([Cl:39])[C:34]=3[F:40])[C:16](=[O:25])[N:17]([CH2:43][OH:45])[C:18]=2[CH:23]=1. The catalyst class is: 46. (2) Reactant: [CH2:1]([O:3][CH:4]([O:34][CH2:35][CH3:36])[C:5]1[CH:10]=[CH:9][C:8]([CH:11]2[CH:20]([C:21]3[CH:26]=[CH:25][C:24]([F:27])=[CH:23][CH:22]=3)[C:19](=O)[C:18]3[C:17]([C:29]([O:31]CC)=O)=[CH:16][CH:15]=[CH:14][C:13]=3[NH:12]2)=[CH:7][CH:6]=1)[CH3:2].O.[NH2:38][NH2:39]. Product: [CH2:1]([O:3][CH:4]([O:34][CH2:35][CH3:36])[C:5]1[CH:6]=[CH:7][C:8]([CH:11]2[NH:12][C:13]3[C:18]4[C:19](=[N:38][NH:39][C:29](=[O:31])[C:17]=4[CH:16]=[CH:15][CH:14]=3)[CH:20]2[C:21]2[CH:26]=[CH:25][C:24]([F:27])=[CH:23][CH:22]=2)=[CH:9][CH:10]=1)[CH3:2]. The catalyst class is: 5. (3) Reactant: [NH2:1][C@@H:2]1[CH2:6][CH2:5][N:4]([C:7]([O:9][C:10]([CH3:13])([CH3:12])[CH3:11])=[O:8])[CH2:3]1.C(N(CC)CC)C.[F:21][C:22]([F:42])([F:41])[CH2:23][O:24][C:25]1[CH:30]=[CH:29][C:28]([O:31][CH2:32][C:33]([F:36])([F:35])[F:34])=[CH:27][C:26]=1[S:37](Cl)(=[O:39])=[O:38]. Product: [F:42][C:22]([F:21])([F:41])[CH2:23][O:24][C:25]1[CH:30]=[CH:29][C:28]([O:31][CH2:32][C:33]([F:34])([F:35])[F:36])=[CH:27][C:26]=1[S:37]([NH:1][C@@H:2]1[CH2:6][CH2:5][N:4]([C:7]([O:9][C:10]([CH3:13])([CH3:12])[CH3:11])=[O:8])[CH2:3]1)(=[O:39])=[O:38]. The catalyst class is: 2. (4) Reactant: [N:1]1[C:2]([CH2:10][N:11]([CH:24]2[C:33]3[N:32]=[CH:31][CH:30]=[CH:29][C:28]=3[CH2:27][CH2:26][CH2:25]2)[CH2:12][CH2:13][CH2:14][CH2:15][NH:16]C(=O)OC(C)(C)C)=[CH:3][N:4]2[CH:9]=[CH:8][CH:7]=[CH:6][C:5]=12.[Br:34]N1C(=O)CCC1=O.FC(F)(F)C(O)=O. The catalyst class is: 4. Product: [Br:34][C:3]1[N:4]2[CH:9]=[CH:8][CH:7]=[CH:6][C:5]2=[N:1][C:2]=1[CH2:10][N:11]([CH:24]1[C:33]2[N:32]=[CH:31][CH:30]=[CH:29][C:28]=2[CH2:27][CH2:26][CH2:25]1)[CH2:12][CH2:13][CH2:14][CH2:15][NH2:16]. (5) Reactant: I[CH2:2][CH3:3].[CH3:4][C@@:5]12[C@@H:13]([OH:14])[CH2:12][CH2:11][C@H:10]1[C@@H:9]1[CH2:15][CH2:16][C:17]3[C@@:23]([CH3:24])([C@H:8]1[CH2:7][CH2:6]2)[CH2:22][CH2:21][C:19](=[O:20])[CH:18]=3.CC(C)([O-])C.[K+]. Product: [OH:14][C@H:13]1[CH2:12][CH2:11][C@H:10]2[C@H:9]3[C@H:8]([CH2:7][CH2:6][C@:5]12[CH3:4])[C@:23]1([CH3:24])[C:17](=[C:18]([CH2:2][CH3:3])[C:19](=[O:20])[CH2:21][CH2:22]1)[CH2:16][CH2:15]3. The catalyst class is: 107. (6) Reactant: C[O:2][C:3]1[C:8]([C:9]2[CH:14]=[CH:13][N:12]=[C:11]([CH3:15])[CH:10]=2)=[CH:7][CH:6]=[C:5]([C:16]([O:18]C)=[O:17])[N:4]=1.[ClH:20]. Product: [ClH:20].[CH3:15][C:11]1[CH:10]=[C:9]([C:8]2[C:3](=[O:2])[NH:4][C:5]([C:16]([OH:18])=[O:17])=[CH:6][CH:7]=2)[CH:14]=[CH:13][N:12]=1. The catalyst class is: 12. (7) Reactant: [CH2:1]([C:3]1[S:38][C:6]2[N:7]([CH2:13][C:14]3[CH:19]=[CH:18][C:17]([C:20]4[CH:25]=[CH:24][CH:23]=[CH:22][C:21]=4[C:26]4[N:30](COCCOC)[C:29](=[O:37])[O:28][N:27]=4)=[CH:16][CH:15]=3)[C:8](=[O:12])[NH:9][C:10](=[O:11])[C:5]=2[CH:4]=1)[CH3:2].Br[CH2:40][C:41]([C:43]1[CH:52]=[CH:51][CH:50]=[CH:49][C:44]=1[C:45]([O:47]C)=[O:46])=[O:42].CN(C)C=O.[H-].[Na+]. Product: [CH2:1]([C:3]1[S:38][C:6]2[N:7]([CH2:13][C:14]3[CH:15]=[CH:16][C:17]([C:20]4[CH:25]=[CH:24][CH:23]=[CH:22][C:21]=4[C:26]4[NH:30][C:29](=[O:37])[O:28][N:27]=4)=[CH:18][CH:19]=3)[C:8](=[O:12])[N:9]([CH2:40][C:41]([C:43]3[CH:52]=[CH:51][CH:50]=[CH:49][C:44]=3[C:45]([OH:47])=[O:46])=[O:42])[C:10](=[O:11])[C:5]=2[CH:4]=1)[CH3:2]. The catalyst class is: 13.